From a dataset of Reaction yield outcomes from USPTO patents with 853,638 reactions. Predict the reaction yield, written as a fraction of the theoretical maximum amount of product (1.0 means a 100% yield; for example, 0.34 means a 34% yield). (1) The yield is 0.500. The reactants are [NH2:1][CH:2]([CH2:12]CC1C=CC(C(C)(C)C)=CC=1)[CH:3]([C:5]1[CH:10]=[CH:9][C:8]([F:11])=[CH:7][CH:6]=1)[OH:4].[F:24][C:25]1[CH:34]=[CH:33][CH:32]=[C:31]2[C:26]=1[CH:27]=[CH:28][CH:29]=[C:30]2[C:35]([OH:37])=O.O.ON1[C:44]2[CH:45]=[CH:46][CH:47]=[CH:48][C:43]=2N=N1.Cl.C(N=C=N[CH2:55][CH2:56][CH2:57]N(C)C)C.[CH3:61]N(C)C=O. The catalyst is C(OCC)(=O)C. The product is [C:56]([C:43]1[CH:48]=[CH:47][C:46]([CH2:12][CH:2]([NH:1][C:35]([C:30]2[C:31]3[C:26](=[C:25]([F:24])[CH:34]=[CH:33][CH:32]=3)[CH:27]=[CH:28][CH:29]=2)=[O:37])[CH:3]([C:5]2[CH:10]=[CH:9][C:8]([F:11])=[CH:7][CH:6]=2)[OH:4])=[CH:45][CH:44]=1)([CH3:57])([CH3:61])[CH3:55]. (2) The reactants are [OH:1][C:2]1[CH:11]=[N:10][C:9]2[C:4](=[CH:5][CH:6]=[CH:7][CH:8]=2)[N:3]=1.[I-].C[N+]1C=CN([C:19](=[O:28])[N:20]([CH3:27])[C:21]2[CH:26]=[CH:25][CH:24]=[CH:23][CH:22]=2)C=1.C(N(CC)CC)C. The catalyst is C(#N)C. The product is [N:3]1[C:4]2[C:9](=[CH:8][CH:7]=[CH:6][CH:5]=2)[N:10]=[CH:11][C:2]=1[O:1][C:19](=[O:28])[N:20]([CH3:27])[C:21]1[CH:26]=[CH:25][CH:24]=[CH:23][CH:22]=1. The yield is 0.770.